From a dataset of Full USPTO retrosynthesis dataset with 1.9M reactions from patents (1976-2016). Predict the reactants needed to synthesize the given product. (1) Given the product [Cl:39][C:25]1[CH:26]=[C:27]([CH:37]=[CH:38][C:24]=1[NH:23][C:2]1[N:7]=[C:6]([NH:8][C:9]2[CH:18]=[CH:17][CH:16]=[CH:15][C:10]=2[C:11](=[O:12])[NH:13][CH3:14])[C:5]([C:19]([F:22])([F:21])[F:20])=[CH:4][N:3]=1)[CH2:28][P:29](=[O:36])([O:33][CH2:34][CH3:35])[O:30][CH2:31][CH3:32], predict the reactants needed to synthesize it. The reactants are: Cl[C:2]1[N:7]=[C:6]([NH:8][C:9]2[CH:18]=[CH:17][CH:16]=[CH:15][C:10]=2[C:11]([NH:13][CH3:14])=[O:12])[C:5]([C:19]([F:22])([F:21])[F:20])=[CH:4][N:3]=1.[NH2:23][C:24]1[CH:38]=[CH:37][C:27]([CH2:28][P:29](=[O:36])([O:33][CH2:34][CH3:35])[O:30][CH2:31][CH3:32])=[CH:26][C:25]=1[Cl:39]. (2) Given the product [F:1][C:2]1[CH:3]=[CH:4][C:5]([C:8]2[C:9](=[O:19])[C:10]([C:14]([O:16][CH2:17][CH3:18])=[O:15])=[CH:11][N:12]([CH2:27][C:28]([OH:30])([CH3:31])[CH3:29])[CH:13]=2)=[CH:6][CH:7]=1, predict the reactants needed to synthesize it. The reactants are: [F:1][C:2]1[CH:7]=[CH:6][C:5]([C:8]2[C:9](=[O:19])[C:10]([C:14]([O:16][CH2:17][CH3:18])=[O:15])=[CH:11][NH:12][CH:13]=2)=[CH:4][CH:3]=1.C(=O)([O-])[O-].[Cs+].[Cs+].Cl[CH2:27][C:28]([CH3:31])([OH:30])[CH3:29].Cl. (3) Given the product [F:26][C:21]1[CH:20]=[C:19]([CH:24]=[C:23]([F:25])[CH:22]=1)[CH2:18][C@H:2]([NH:1][C:27](=[O:33])[CH2:28][CH2:29][C:30]([OH:32])=[O:31])[C@H:3]([OH:17])[CH2:4][NH:5][C:6]1([C:9]2[CH:14]=[CH:13][CH:12]=[C:11]([CH2:15][CH3:16])[CH:10]=2)[CH2:8][CH2:7]1, predict the reactants needed to synthesize it. The reactants are: [NH2:1][CH:2]([CH2:18][C:19]1[CH:24]=[C:23]([F:25])[CH:22]=[C:21]([F:26])[CH:20]=1)[CH:3]([OH:17])[CH2:4][NH:5][C:6]1([C:9]2[CH:14]=[CH:13][CH:12]=[C:11]([CH2:15][CH3:16])[CH:10]=2)[CH2:8][CH2:7]1.[C:27]1(=[O:33])[O:32][C:30](=[O:31])[CH2:29][CH2:28]1. (4) Given the product [CH3:41][O:40][C:37]1[C:36]([CH3:42])=[CH:35][N:34]=[C:33]([CH2:32][C:19]2[C:11]3[N:12]=[C:13]([S:15]([CH3:18])(=[O:16])=[O:17])[N:14]=[C:9]([OH:8])[C:10]=3[N:21]([S:22]([C:25]3[CH:26]=[CH:27][C:28]([CH3:29])=[CH:30][CH:31]=3)(=[O:23])=[O:24])[CH:20]=2)[C:38]=1[CH3:39], predict the reactants needed to synthesize it. The reactants are: C([O:8][C:9]1[C:10]2[N:21]([S:22]([C:25]3[CH:31]=[CH:30][C:28]([CH3:29])=[CH:27][CH:26]=3)(=[O:24])=[O:23])[CH:20]=[C:19]([CH2:32][C:33]3[C:38]([CH3:39])=[C:37]([O:40][CH3:41])[C:36]([CH3:42])=[CH:35][N:34]=3)[C:11]=2[N:12]=[C:13]([S:15]([CH3:18])(=[O:17])=[O:16])[N:14]=1)C1C=CC=CC=1.C(Cl)Cl.CO. (5) The reactants are: Cl[C:2]1[N:3]=[C:4]([NH:26][CH:27]2[CH2:31][CH2:30][CH2:29][CH2:28]2)[C:5]2[C:10]([C:11]3[CH:16]=[CH:15][C:14]([OH:17])=[CH:13][CH:12]=3)=[CH:9][N:8]([CH2:18][O:19][CH2:20][CH2:21][Si:22]([CH3:25])([CH3:24])[CH3:23])[C:6]=2[N:7]=1.[NH2:32][C:33]1[CH:42]=[CH:41][C:36]([C:37]([NH:39][CH3:40])=[O:38])=[CH:35][C:34]=1[O:43][CH3:44].C(=O)([O-])[O-].[K+].[K+].CC1(C)C2C=CC=C(P(C3C=CC=CC=3)C3C=CC=CC=3)C=2OC2C1=CC=CC=2P(C1C=CC=CC=1)C1C=CC=CC=1. Given the product [CH:27]1([NH:26][C:4]2[C:5]3[C:10]([C:11]4[CH:16]=[CH:15][C:14]([OH:17])=[CH:13][CH:12]=4)=[CH:9][N:8]([CH2:18][O:19][CH2:20][CH2:21][Si:22]([CH3:25])([CH3:24])[CH3:23])[C:6]=3[N:7]=[C:2]([NH:32][C:33]3[CH:42]=[CH:41][C:36]([C:37]([NH:39][CH3:40])=[O:38])=[CH:35][C:34]=3[O:43][CH3:44])[N:3]=2)[CH2:31][CH2:30][CH2:29][CH2:28]1, predict the reactants needed to synthesize it. (6) Given the product [CH3:20][O:21][C:22]1[CH:27]=[CH:26][CH:25]=[CH:24][C:23]=1[C:2]1[CH:7]=[CH:6][CH:5]=[CH:4][C:3]=1[NH:8][C:9](=[O:19])[O:10][CH:11]1[CH:16]2[CH2:17][CH2:18][N:13]([CH2:14][CH2:15]2)[CH2:12]1, predict the reactants needed to synthesize it. The reactants are: Br[C:2]1[CH:7]=[CH:6][CH:5]=[CH:4][C:3]=1[NH:8][C:9](=[O:19])[O:10][CH:11]1[CH:16]2[CH2:17][CH2:18][N:13]([CH2:14][CH2:15]2)[CH2:12]1.[CH3:20][O:21][C:22]1[CH:27]=[CH:26][CH:25]=[CH:24][C:23]=1B(O)O. (7) Given the product [F:19][CH:10]([F:9])[C:11]1[N:16]=[CH:15][N:14]=[C:13]([C:17](=[N:7][OH:8])[NH2:18])[CH:12]=1, predict the reactants needed to synthesize it. The reactants are: C(=O)([O-])O.[Na+].Cl.[NH2:7][OH:8].[F:9][CH:10]([F:19])[C:11]1[N:16]=[CH:15][N:14]=[C:13]([C:17]#[N:18])[CH:12]=1. (8) The reactants are: [Cl:1][C:2]1[CH:7]=[CH:6][C:5]([NH:8][CH:9]=O)=[CH:4][CH:3]=1.[H-].[Na+].ClC1[C:19]([N+:20]([O-:22])=[O:21])=[C:18]([NH:23][CH3:24])[CH:17]=[C:16]([Cl:25])[N:15]=1.O. Given the product [Cl:25][C:16]1[N:15]=[C:9]([NH:8][C:5]2[CH:6]=[CH:7][C:2]([Cl:1])=[CH:3][CH:4]=2)[C:19]([N+:20]([O-:22])=[O:21])=[C:18]([NH:23][CH3:24])[CH:17]=1, predict the reactants needed to synthesize it. (9) Given the product [F:10][C:8]1[CH:9]=[C:4]([CH2:3][C@H:2]([NH:1][C:47](=[O:48])[CH2:46][N:43]2[C:42]3[CH:50]=[C:51]([CH3:52])[C:39]([CH3:38])=[CH:40][C:41]=3[N:45]=[CH:44]2)[C:12]2[C:17]([C:18]3[CH:19]=[CH:20][C:21]4[N:22]([C:25](=[O:28])[NH:26][N:27]=4)[C:23]=3[CH3:24])=[CH:16][CH:15]=[C:14]([C:29]#[C:30][C:31]3([OH:37])[CH2:32][CH2:33][O:34][CH2:35][CH2:36]3)[N:13]=2)[CH:5]=[C:6]([F:11])[CH:7]=1, predict the reactants needed to synthesize it. The reactants are: [NH2:1][C@H:2]([C:12]1[C:17]([C:18]2[CH:19]=[CH:20][C:21]3[N:22]([C:25](=[O:28])[NH:26][N:27]=3)[C:23]=2[CH3:24])=[CH:16][CH:15]=[C:14]([C:29]#[C:30][C:31]2([OH:37])[CH2:36][CH2:35][O:34][CH2:33][CH2:32]2)[N:13]=1)[CH2:3][C:4]1[CH:9]=[C:8]([F:10])[CH:7]=[C:6]([F:11])[CH:5]=1.[CH3:38][C:39]1[C:51]([CH3:52])=[CH:50][C:42]2[N:43]([CH2:46][C:47](O)=[O:48])[CH:44]=[N:45][C:41]=2[CH:40]=1. (10) The reactants are: [CH3:1][C:2]1[C:7]([CH3:8])=[C:6]([OH:9])[CH:5]=[CH:4][C:3]=1[OH:10].[OH-].[Na+]. Given the product [CH3:1][C:2]1[C:3](=[O:10])[CH:4]=[CH:5][C:6](=[O:9])[C:7]=1[CH3:8], predict the reactants needed to synthesize it.